This data is from Reaction yield outcomes from USPTO patents with 853,638 reactions. The task is: Predict the reaction yield, written as a fraction of the theoretical maximum amount of product (1.0 means a 100% yield; for example, 0.34 means a 34% yield). (1) The reactants are [I:1][C:2]1[CH:7]=[CH:6][N:5]=[C:4]([N:8]2[C:16]3[CH2:15][CH2:14][C:13]([CH3:18])([CH3:17])[CH2:12][C:11]=3[C:10]([C:19](O)=[O:20])=[N:9]2)[CH:3]=1.[Cl-].[NH4+:23]. The catalyst is CC1CCCO1. The product is [I:1][C:2]1[CH:7]=[CH:6][N:5]=[C:4]([N:8]2[C:16]3[CH2:15][CH2:14][C:13]([CH3:17])([CH3:18])[CH2:12][C:11]=3[C:10]([C:19]([NH2:23])=[O:20])=[N:9]2)[CH:3]=1. The yield is 0.610. (2) The reactants are [OH:1][N:2]=[C:3]([C:5]1[C:9]([N:10]2[CH2:15][CH2:14][O:13][CH2:12][CH2:11]2)=[N:8][O:7][N:6]=1)N.N([O-])=O.[Na+].[ClH:20]. The catalyst is O. The product is [OH:1][N:2]=[C:3]([Cl:20])[C:5]1[C:9]([N:10]2[CH2:15][CH2:14][O:13][CH2:12][CH2:11]2)=[N:8][O:7][N:6]=1. The yield is 0.300. (3) The reactants are [CH:1]1([N:6]([CH2:14][C:15]2[CH:20]=[CH:19][CH:18]=[C:17]([O:21][CH2:22][CH:23]3[CH2:25][O:24]3)[CH:16]=2)[C:7](=[O:13])[O:8][C:9]([CH3:12])([CH3:11])[CH3:10])[CH2:5][CH2:4][CH2:3][CH2:2]1.[CH2:26]1[C:34]2[C:29](=[CH:30][CH:31]=[CH:32][CH:33]=2)[CH2:28][NH:27]1. The catalyst is CCO. The product is [CH:1]1([N:6]([CH2:14][C:15]2[CH:20]=[CH:19][CH:18]=[C:17]([O:21][CH2:22][CH:23]([OH:24])[CH2:25][N:27]3[CH2:28][C:29]4[C:34](=[CH:33][CH:32]=[CH:31][CH:30]=4)[CH2:26]3)[CH:16]=2)[C:7](=[O:13])[O:8][C:9]([CH3:11])([CH3:10])[CH3:12])[CH2:2][CH2:3][CH2:4][CH2:5]1. The yield is 0.550. (4) The reactants are C1C=C(Cl)C=C(C(OO)=[O:9])C=1.[Br:12][C:13]1[CH:18]=[CH:17][CH:16]=[C:15]([S:19][CH2:20][CH3:21])[CH:14]=1.C(Cl)Cl.[OH2:25]. No catalyst specified. The product is [Br:12][C:13]1[CH:18]=[CH:17][CH:16]=[C:15]([S:19]([CH2:20][CH3:21])(=[O:9])=[O:25])[CH:14]=1. The yield is 0.920. (5) The reactants are Cl[C:2]1[N:7]=[C:6]([NH:8][CH2:9][CH3:10])[C:5]([C:11]#[N:12])=[CH:4][N:3]=1.[S:13]([F:23])(=[O:22])([C:15]1[CH:20]=[CH:19][C:18]([NH2:21])=[CH:17][CH:16]=1)=[O:14]. The catalyst is CC(O)CC. The product is [C:11]([C:5]1[C:6]([NH:8][CH2:9][CH3:10])=[N:7][C:2]([NH:21][C:18]2[CH:19]=[CH:20][C:15]([S:13]([F:23])(=[O:22])=[O:14])=[CH:16][CH:17]=2)=[N:3][CH:4]=1)#[N:12]. The yield is 0.930. (6) The reactants are [OH-].[K+].C[O:4][C:5](=[O:18])[C:6]([CH3:17])([CH3:16])[CH2:7][O:8][CH2:9][C:10]1[CH:15]=[CH:14][CH:13]=[CH:12][CH:11]=1. The catalyst is C(O)C. The product is [CH2:9]([O:8][CH2:7][C:6]([CH3:17])([CH3:16])[C:5]([OH:18])=[O:4])[C:10]1[CH:15]=[CH:14][CH:13]=[CH:12][CH:11]=1. The yield is 0.320.